From a dataset of Full USPTO retrosynthesis dataset with 1.9M reactions from patents (1976-2016). Predict the reactants needed to synthesize the given product. (1) Given the product [CH3:12][O:7][C:6](=[O:8])[C:5]1[CH:9]=[CH:10][C:2]([F:1])=[CH:3][C:4]=1[CH3:11], predict the reactants needed to synthesize it. The reactants are: [F:1][C:2]1[CH:10]=[CH:9][C:5]([C:6]([OH:8])=[O:7])=[C:4]([CH3:11])[CH:3]=1.[C:12](Cl)(=O)C(Cl)=O. (2) Given the product [CH2:15]([O:14][C:13]1[CH:12]=[CH:11][C:10]([S:17]([NH2:20])(=[O:19])=[O:18])=[CH:9][C:8]=1[NH:7][C:4]1[S:5][CH:6]=[C:2]([N:23]2[C:24]3[CH:30]=[CH:29][CH:28]=[CH:27][C:25]=3[N:26]=[C:22]2[CH3:21])[N:3]=1)[CH3:16], predict the reactants needed to synthesize it. The reactants are: Cl[C:2]1[N:3]=[C:4]([NH:7][C:8]2[CH:9]=[C:10]([S:17]([NH2:20])(=[O:19])=[O:18])[CH:11]=[CH:12][C:13]=2[O:14][CH2:15][CH3:16])[S:5][CH:6]=1.[CH3:21][C:22]1[NH:26][C:25]2[CH:27]=[CH:28][CH:29]=[CH:30][C:24]=2[N:23]=1. (3) Given the product [NH2:17][C:18]1[CH:23]=[CH:22][C:21]([S:24][C:25]2[CH:30]=[CH:29][C:28]([C:31]([NH:32][C:33]3[S:37][N:36]=[C:35]([CH3:38])[CH:34]=3)=[O:39])=[CH:27][C:26]=2[NH:40][C:41]2[C:42]3[CH:50]=[CH:49][C:48]([CH:51]([CH3:53])[CH3:52])=[N:47][C:43]=3[N:44]=[CH:45][N:46]=2)=[CH:20][CH:19]=1, predict the reactants needed to synthesize it. The reactants are: C1C2C(COC(=O)[NH:17][C:18]3[CH:23]=[CH:22][C:21]([S:24][C:25]4[CH:30]=[CH:29][C:28]([C:31](=[O:39])[NH:32][C:33]5[S:37][N:36]=[C:35]([CH3:38])[CH:34]=5)=[CH:27][C:26]=4[NH:40][C:41]4[C:42]5[CH:50]=[CH:49][C:48]([CH:51]([CH3:53])[CH3:52])=[N:47][C:43]=5[N:44]=[CH:45][N:46]=4)=[CH:20][CH:19]=3)C3C(=CC=CC=3)C=2C=CC=1.O.[OH-].[Li+].Cl. (4) Given the product [NH2:19][C:16]1[N:17]=[CH:18][C:13]([C:11]2[N:12]=[C:7]([N:2]3[CH2:3][CH:4]4[CH2:5][CH:1]3[CH2:6]4)[N:8]=[C:9]([N:24]3[CH2:29][C@@H:28]4[CH2:30][C@H:25]3[CH2:26][N:27]4[C:31](=[O:33])[CH3:32])[CH:10]=2)=[CH:14][C:15]=1[C:20]([F:23])([F:22])[F:21], predict the reactants needed to synthesize it. The reactants are: [CH:1]12[CH2:6][CH:4]([CH2:5]1)[CH2:3][N:2]2[C:7]1[N:12]=[C:11]([C:13]2[CH:14]=[C:15]([C:20]([F:23])([F:22])[F:21])[C:16]([NH2:19])=[N:17][CH:18]=2)[CH:10]=[C:9]([N:24]2[CH2:29][C@@H:28]3[CH2:30][C@H:25]2[CH2:26][NH:27]3)[N:8]=1.[C:31](OC(=O)C)(=[O:33])[CH3:32].C(N(C(C)C)C(C)C)C. (5) Given the product [NH2:1][C:2]1[CH:3]=[C:4]([CH:8]=[C:9]([C:11]([F:14])([F:13])[F:12])[CH:10]=1)[C:5]([NH:23][CH2:22][CH2:21][N:18]1[CH2:19][CH2:20][O:15][CH2:16][CH2:17]1)=[O:7], predict the reactants needed to synthesize it. The reactants are: [NH2:1][C:2]1[CH:3]=[C:4]([CH:8]=[C:9]([C:11]([F:14])([F:13])[F:12])[CH:10]=1)[C:5]([OH:7])=O.[O:15]1[CH2:20][CH2:19][N:18]([CH2:21][CH2:22][NH2:23])[CH2:17][CH2:16]1.C(N(CC)CC)C.C(P1(=O)OP(CCC)(=O)OP(CCC)(=O)O1)CC. (6) Given the product [CH3:1][O:2][C:3](=[O:12])[C:4]1[CH:9]=[CH:8][C:7]([CH:10]([OH:11])[CH2:16][CH2:15][C:14]([CH3:21])([CH3:20])[CH3:13])=[CH:6][CH:5]=1, predict the reactants needed to synthesize it. The reactants are: [CH3:1][O:2][C:3](=[O:12])[C:4]1[CH:9]=[CH:8][C:7]([CH:10]=[O:11])=[CH:6][CH:5]=1.[CH3:13][C:14]([CH3:21])([CH3:20])[CH2:15][CH2:16]C[Mg]Br. (7) Given the product [OH:10][C:11]1[CH:12]=[CH:13][C:14]([N:17]([C:18]2[CH:19]=[C:20]3[C:24](=[CH:25][CH:26]=2)[NH:23][CH:22]=[CH:21]3)[C:34]([C:36]2[C:44]3[C:39](=[CH:40][CH:41]=[CH:42][CH:43]=3)[N:38]([C:45]3[C:53]([C:54]([N:56]4[C@H:65]([CH2:66][N:67]5[CH2:68][CH2:69][N:70]([CH3:73])[CH2:71][CH2:72]5)[CH2:64][C:63]5[C:58](=[CH:59][CH:60]=[CH:61][CH:62]=5)[CH2:57]4)=[O:55])=[CH:52][C:48]4[O:49][CH2:50][O:51][C:47]=4[CH:46]=3)[CH:37]=2)=[O:35])=[CH:15][CH:16]=1, predict the reactants needed to synthesize it. The reactants are: [OH-].[K+].[Si]([O:10][C:11]1[CH:16]=[CH:15][C:14]([N:17]([C:34]([C:36]2[C:44]3[C:39](=[CH:40][CH:41]=[CH:42][CH:43]=3)[N:38]([C:45]3[C:53]([C:54]([N:56]4[C@H:65]([CH2:66][N:67]5[CH2:72][CH2:71][N:70]([CH3:73])[CH2:69][CH2:68]5)[CH2:64][C:63]5[C:58](=[CH:59][CH:60]=[CH:61][CH:62]=5)[CH2:57]4)=[O:55])=[CH:52][C:48]4[O:49][CH2:50][O:51][C:47]=4[CH:46]=3)[CH:37]=2)=[O:35])[C:18]2[CH:19]=[C:20]3[C:24](=[CH:25][CH:26]=2)[N:23](C(OC(C)(C)C)=O)[CH:22]=[CH:21]3)=[CH:13][CH:12]=1)(C(C)(C)C)(C)C. (8) Given the product [CH3:28][O:27][C:24]1[CH:25]=[C:26]2[C:21](=[CH:22][C:23]=1[O:29][CH3:30])[N:20]=[CH:19][CH:18]=[C:17]2[O:15][C:6]1[C:7]([C:9]2[CH:10]=[N:11][CH:12]=[CH:13][CH:14]=2)=[N:8][C:3]([S:2][CH3:1])=[CH:4][CH:5]=1, predict the reactants needed to synthesize it. The reactants are: [CH3:1][S:2][C:3]1[N:8]=[C:7]([C:9]2[CH:10]=[N:11][CH:12]=[CH:13][CH:14]=2)[C:6]([OH:15])=[CH:5][CH:4]=1.Cl[C:17]1[C:26]2[C:21](=[CH:22][C:23]([O:29][CH3:30])=[C:24]([O:27][CH3:28])[CH:25]=2)[N:20]=[CH:19][CH:18]=1.O. (9) Given the product [CH:27]([N:4]([CH:1]([CH3:3])[CH3:2])[CH2:5][CH2:6][CH:7]([C:14]1[CH:19]=[C:18]([CH2:38][OH:39])[CH:17]=[CH:16][C:15]=1[OH:24])[C:8]1[CH:13]=[CH:12][CH:11]=[CH:10][CH:9]=1)([CH3:28])[CH3:29], predict the reactants needed to synthesize it. The reactants are: [CH:1]([N:4]([CH:27]([CH3:29])[CH3:28])[C:5](=O)[CH2:6][CH:7]([C:14]1[CH:15]([O:24]C)[C:16](=C=O)[CH:17]=[C:18](OC)[CH:19]=1)[C:8]1[CH:13]=[CH:12][CH:11]=[CH:10][CH:9]=1)([CH3:3])[CH3:2].[H-].[H-].[H-].[H-].[Li+].[Al+3].C1C[O:39][CH2:38]C1.[Cl-].[Al+3].[Cl-].[Cl-]. (10) The reactants are: [NH:1]1[C:9]2[C:4](=[CH:5][CH:6]=[CH:7][CH:8]=2)[C:3]([CH:10]=[C:11]2[C:20]3[N:16]([C:17]([C:21]4[CH:26]=[CH:25][CH:24]=[CH:23][CH:22]=4)=[N:18][N:19]=3)[C:15]3[CH:27]=[CH:28][CH:29]=[CH:30][C:14]=3[N:13]([CH2:31][C:32]([N:34]([CH:41]([CH3:43])[CH3:42])[C:35]3[CH:40]=[CH:39][CH:38]=[CH:37][CH:36]=3)=[O:33])[C:12]2=[O:44])=[CH:2]1.C([O-])=O.[NH4+]. Given the product [NH:1]1[C:9]2[C:4](=[CH:5][CH:6]=[CH:7][CH:8]=2)[C:3]([CH2:10][CH:11]2[C:20]3[N:16]([C:17]([C:21]4[CH:26]=[CH:25][CH:24]=[CH:23][CH:22]=4)=[N:18][N:19]=3)[C:15]3[CH:27]=[CH:28][CH:29]=[CH:30][C:14]=3[N:13]([CH2:31][C:32]([N:34]([CH:41]([CH3:42])[CH3:43])[C:35]3[CH:40]=[CH:39][CH:38]=[CH:37][CH:36]=3)=[O:33])[C:12]2=[O:44])=[CH:2]1, predict the reactants needed to synthesize it.